This data is from Forward reaction prediction with 1.9M reactions from USPTO patents (1976-2016). The task is: Predict the product of the given reaction. (1) Given the reactants [NH2:1][C:2]1[N:3]=[CH:4][C:5]([C:10]2[N:11]=[C:12]([C:30]([CH3:33])([CH3:32])[CH3:31])[NH:13][C:14]=2[C:15]2[CH:20]=[CH:19][N:18]=[C:17]([NH:21][C:22]3[CH:27]=[CH:26][N:25]=[C:24]([O:28][CH3:29])[CH:23]=3)[N:16]=2)=N[C:7]=1[O:8][CH3:9].BrC1N=C(C(C)(C)C)N([CH2:55][O:56][CH2:57][CH2:58][Si:59]([CH3:62])([CH3:61])[CH3:60])C=1C1C=CN=C(NC2C=CN=C(OC)C=2)N=1.[CH3:67]OC1C(N)=NC=C(B2OC(C)(C)C(C)(C)O2)N=1.C([O-])([O-])=O.[Na+].[Na+], predict the reaction product. The product is: [NH2:1][C:2]1[N:3]=[CH:4][C:5]([C:10]2[N:11]=[C:12]([C:30]([CH3:32])([CH3:31])[CH3:33])[N:13]([CH2:55][O:56][CH2:57][CH2:58][Si:59]([CH3:62])([CH3:61])[CH3:60])[C:14]=2[C:15]2[CH:20]=[CH:19][N:18]=[C:17]([NH:21][C:22]3[CH:27]=[CH:26][N:25]=[C:24]([O:28][CH3:29])[CH:23]=3)[N:16]=2)=[CH:67][C:7]=1[O:8][CH3:9]. (2) Given the reactants [OH:1][C:2]1[C:3]2[O:13][CH:12]=[C:11]([C:14]3[CH2:15][CH2:16][N:17]([C:20](OC(C)(C)C)=[O:21])[CH2:18][CH:19]=3)[C:4]=2[CH:5]=[N:6][C:7]=1[N+:8]([O-])=O.[Cl:27][C:28]1[C:33]([F:34])=[CH:32][CH:31]=[C:30]([Cl:35])[C:29]=1[CH:36](O)[CH3:37].C1C=CC(P(C2C=CC=CC=2)C2C=CC=CC=2)=CC=1.C1COCC1.[N:63](C(OC(C)C)=O)=NC(OC(C)C)=O.C(O)C.Cl.C[Si](N=C=O)(C)C.CN(C=O)C.CCN(C(C)C)C(C)C, predict the reaction product. The product is: [NH2:8][C:7]1[N:6]=[CH:5][C:4]2[C:11]([C:14]3[CH2:15][CH2:16][N:17]([C:20]([NH2:63])=[O:21])[CH2:18][CH:19]=3)=[CH:12][O:13][C:3]=2[C:2]=1[O:1][CH:36]([C:29]1[C:30]([Cl:35])=[CH:31][CH:32]=[C:33]([F:34])[C:28]=1[Cl:27])[CH3:37]. (3) Given the reactants [C:1]1([CH:7]([C:62]2[CH:67]=[CH:66][CH:65]=[CH:64][CH:63]=2)[C@H:8]([NH:46][C:47](=[O:61])[C@H:48]([CH3:60])[NH:49][C:50]([O:52][CH2:53][C:54]2[CH:59]=[CH:58][CH:57]=[CH:56][CH:55]=2)=[O:51])[CH:9]=[CH:10][S:11]([CH:14]=[CH:15][C@@H:16]([NH:30][C:31](=[O:45])[C@H:32]([CH3:44])[NH:33][C:34]([O:36][CH2:37][C:38]2[CH:43]=[CH:42][CH:41]=[CH:40][CH:39]=2)=[O:35])[CH:17]([C:24]2[CH:29]=[CH:28][CH:27]=[CH:26][CH:25]=2)[C:18]2[CH:23]=[CH:22][CH:21]=[CH:20][CH:19]=2)(=[O:13])=[O:12])[CH:6]=[CH:5][CH:4]=[CH:3][CH:2]=1.C([Li])CCC.C(OO)(C)(C)C.C1(C(C2C=CC=CC=2)[C@H](NC(=O)[C@H](CC(C)C)NC(OCC2C=CC=CC=2)=O)C=CS(C=C[C@@H](NC(=O)[C@H](CC(C)C)NC(OCC2C=CC=CC=2)=O)C(C2C=CC=CC=2)C2C=CC=CC=2)(=O)=O)C=CC=CC=1, predict the reaction product. The product is: [C:18]1([CH:17]([C:24]2[CH:25]=[CH:26][CH:27]=[CH:28][CH:29]=2)[C:16]([NH:30][C:31](=[O:45])[C@H:32]([CH3:44])[NH:33][C:34]([O:36][CH2:37][C:38]2[CH:43]=[CH:42][CH:41]=[CH:40][CH:39]=2)=[O:35])=[CH:15][CH2:14][S:11]([CH2:10][CH:9]=[C:8]([NH:46][C:47](=[O:61])[C@H:48]([CH3:60])[NH:49][C:50]([O:52][CH2:53][C:54]2[CH:55]=[CH:56][CH:57]=[CH:58][CH:59]=2)=[O:51])[CH:7]([C:1]2[CH:6]=[CH:5][CH:4]=[CH:3][CH:2]=2)[C:62]2[CH:63]=[CH:64][CH:65]=[CH:66][CH:67]=2)(=[O:12])=[O:13])[CH:23]=[CH:22][CH:21]=[CH:20][CH:19]=1. (4) Given the reactants [CH2:1]([O:8][C:9]1[CH:45]=[CH:44][C:12]([C:13]([O:15][C:16]2[CH:21]=[CH:20][C:19]([CH2:22][CH:23]([NH:31][C:32](=[O:41])[C:33]3[CH:38]=[CH:37][C:36]([O:39][CH3:40])=[CH:35][CH:34]=3)[C:24]([O:26]C(C)(C)C)=[O:25])=[CH:18][C:17]=2[O:42][CH3:43])=[O:14])=[CH:11][CH:10]=1)[CH2:2][CH2:3][CH2:4][CH2:5][CH2:6][CH3:7].C(O)(C(F)(F)F)=O, predict the reaction product. The product is: [CH2:1]([O:8][C:9]1[CH:45]=[CH:44][C:12]([C:13]([O:15][C:16]2[CH:21]=[CH:20][C:19]([CH2:22][CH:23]([NH:31][C:32](=[O:41])[C:33]3[CH:38]=[CH:37][C:36]([O:39][CH3:40])=[CH:35][CH:34]=3)[C:24]([OH:26])=[O:25])=[CH:18][C:17]=2[O:42][CH3:43])=[O:14])=[CH:11][CH:10]=1)[CH2:2][CH2:3][CH2:4][CH2:5][CH2:6][CH3:7]. (5) Given the reactants [OH-].[Na+].[N+:3]([C:6]1[CH:14]=[CH:13][CH:12]=[C:11]([CH:15]([OH:17])[CH3:16])[C:7]=1[C:8]([OH:10])=[O:9])([O-])=O.O.NN, predict the reaction product. The product is: [NH2:3][C:6]1[CH:14]=[CH:13][CH:12]=[C:11]([CH:15]([OH:17])[CH3:16])[C:7]=1[C:8]([OH:10])=[O:9]. (6) Given the reactants [NH2:1][C@@H:2]1[C:11]2[C:6](=[CH:7][CH:8]=[CH:9][CH:10]=2)[C@@H:5]([OH:12])[CH2:4][CH2:3]1.[H-].[Na+].F[C:16]1[CH:17]=[CH:18][C:19]2[N:20]([C:22]([C@@H:25]3[CH2:29][CH2:28][CH2:27][N:26]3[CH3:30])=[N:23][N:24]=2)[CH:21]=1.N, predict the reaction product. The product is: [CH3:30][N:26]1[CH2:27][CH2:28][CH2:29][C@H:25]1[C:22]1[N:20]2[CH:21]=[C:16]([O:12][C@@H:5]3[C:6]4[C:11](=[CH:10][CH:9]=[CH:8][CH:7]=4)[C@@H:2]([NH2:1])[CH2:3][CH2:4]3)[CH:17]=[CH:18][C:19]2=[N:24][N:23]=1. (7) Given the reactants Br[C:2]1[CH:3]=[C:4]2[C:8](=[CH:9][CH:10]=1)[N:7]([CH:11]1[CH2:16][CH2:15][CH2:14][CH2:13][O:12]1)[N:6]=[CH:5]2.C(N(CC)CC)C.[CH2:24]([OH:28])[CH2:25][C:26]#[CH:27], predict the reaction product. The product is: [O:12]1[CH2:13][CH2:14][CH2:15][CH2:16][CH:11]1[N:7]1[C:8]2[C:4](=[CH:3][C:2]([C:27]#[C:26][CH2:25][CH2:24][OH:28])=[CH:10][CH:9]=2)[CH:5]=[N:6]1. (8) Given the reactants [CH3:1][N:2]([CH3:18])[CH:3]1[CH2:8][CH2:7][N:6]([C:9]2[CH:14]=[CH:13][C:12]([N+:15]([O-])=O)=[CH:11][CH:10]=2)[CH2:5][CH2:4]1.[C:19](C1NC=CN=1)(C1NC=CN=1)=[S:20].O, predict the reaction product. The product is: [N:15]([C:12]1[CH:13]=[CH:14][C:9]([N:6]2[CH2:7][CH2:8][CH:3]([N:2]([CH3:18])[CH3:1])[CH2:4][CH2:5]2)=[CH:10][CH:11]=1)=[C:19]=[S:20].